From a dataset of Forward reaction prediction with 1.9M reactions from USPTO patents (1976-2016). Predict the product of the given reaction. (1) Given the reactants [F:1][C:2]([F:37])([CH3:36])[C@H:3]([NH:5][C:6]([C:8]1[C:16]2[C:11](=[N:12][CH:13]=[C:14]([C:17]3[C:25]4[C:20](=[CH:21][C:22]([F:26])=[CH:23][CH:24]=4)[N:19]([CH3:27])[N:18]=3)[N:15]=2)[N:10](COCC[Si](C)(C)C)[CH:9]=1)=[O:7])[CH3:4].FC(F)(F)C(O)=O.C(N)CN, predict the reaction product. The product is: [F:37][C:2]([F:1])([CH3:36])[C@H:3]([NH:5][C:6]([C:8]1[C:16]2[C:11](=[N:12][CH:13]=[C:14]([C:17]3[C:25]4[C:20](=[CH:21][C:22]([F:26])=[CH:23][CH:24]=4)[N:19]([CH3:27])[N:18]=3)[N:15]=2)[NH:10][CH:9]=1)=[O:7])[CH3:4]. (2) Given the reactants [C:1]1([C:7]([C:9]([C:11]2[CH:16]=[CH:15][CH:14]=[CH:13][CH:12]=2)=[CH2:10])=[CH2:8])[CH:6]=[CH:5][CH:4]=[CH:3][CH:2]=1.[C:17]1(=[O:22])[CH2:21][CH2:20][CH:19]=[CH:18]1, predict the reaction product. The product is: [C:1]1([C:7]2[CH2:8][CH:20]3[CH:21]([CH2:10][C:9]=2[C:11]2[CH:12]=[CH:13][CH:14]=[CH:15][CH:16]=2)[C:17](=[O:22])[CH2:18][CH2:19]3)[CH:6]=[CH:5][CH:4]=[CH:3][CH:2]=1. (3) Given the reactants [OH:1][C:2]1[CH:7]=[CH:6][C:5]([CH2:8][C:9]([OH:11])=[O:10])=[CH:4][CH:3]=1.C([O-])([O-])=O.[Cs+].[Cs+].[CH2:18](Br)[C:19]1[CH:24]=[CH:23][CH:22]=[CH:21][CH:20]=1, predict the reaction product. The product is: [CH2:18]([O:10][C:9](=[O:11])[CH2:8][C:5]1[CH:4]=[CH:3][C:2]([O:1][CH2:8][C:5]2[CH:6]=[CH:7][CH:2]=[CH:3][CH:4]=2)=[CH:7][CH:6]=1)[C:19]1[CH:24]=[CH:23][CH:22]=[CH:21][CH:20]=1.